The task is: Predict which catalyst facilitates the given reaction.. This data is from Catalyst prediction with 721,799 reactions and 888 catalyst types from USPTO. (1) Reactant: [C:1]([O:4][C:5](=O)[CH3:6])(=[O:3])[CH3:2].[CH3:8][C:9]1[S:13][C:12]2[CH:14]=[C:15]3[C:20](=[C:21]([C:22]4[CH:27]=CC(O)=[CH:24][CH:23]=4)[C:11]=2[C:10]=1[CH3:29])[CH:19]=[CH:18][CH:17]=[CH:16]3.Cl. Product: [CH3:8][C:9]1[S:13][C:12]2[CH:14]=[C:15]3[C:20](=[C:21]([C:22]4[CH:27]=[CH:6][C:5]([O:4][C:1](=[O:3])[CH3:2])=[CH:24][CH:23]=4)[C:11]=2[C:10]=1[CH3:29])[CH:19]=[CH:18][CH:17]=[CH:16]3. The catalyst class is: 17. (2) Reactant: C([Li])CCC.C(NC(C)C)(C)C.[Cl:13][C:14]1[CH:19]=[CH:18][C:17]([O:20][C:21]([F:24])([F:23])[F:22])=[CH:16][CH:15]=1.[C:25](=[O:27])=[O:26]. Product: [Cl:13][C:14]1[CH:15]=[CH:16][C:17]([O:20][C:21]([F:22])([F:23])[F:24])=[C:18]([CH:19]=1)[C:25]([OH:27])=[O:26]. The catalyst class is: 7. (3) The catalyst class is: 19. Reactant: C([N:8]1[CH2:13][CH2:12][CH:11]([NH:14][C:15]([C:17]2[NH:18][C:19]3[C:24]([CH:25]=2)=[C:23]([C:26]2[CH:31]=[CH:30][C:29]([O:32][CH3:33])=[CH:28][CH:27]=2)[CH:22]=[CH:21][CH:20]=3)=[O:16])[CH2:10][CH2:9]1)C1C=CC=CC=1.Cl. Product: [NH:8]1[CH2:13][CH2:12][CH:11]([NH:14][C:15]([C:17]2[NH:18][C:19]3[C:24]([CH:25]=2)=[C:23]([C:26]2[CH:27]=[CH:28][C:29]([O:32][CH3:33])=[CH:30][CH:31]=2)[CH:22]=[CH:21][CH:20]=3)=[O:16])[CH2:10][CH2:9]1. (4) Reactant: [Cl:1][C:2]1[CH:3]=[C:4]([C:10]2[C:11]([CH3:27])=[N:12][N:13]([CH2:16][C:17]3[CH:18]=[CH:19][C:20]([C:23]([O:25]C)=[O:24])=[N:21][CH:22]=3)[C:14]=2[CH3:15])[CH:5]=[CH:6][C:7]=1[C:8]#[N:9].[OH-].[Na+].[Cl-].[NH4+]. Product: [Cl:1][C:2]1[CH:3]=[C:4]([C:10]2[C:11]([CH3:27])=[N:12][N:13]([CH2:16][C:17]3[CH:18]=[CH:19][C:20]([C:23]([OH:25])=[O:24])=[N:21][CH:22]=3)[C:14]=2[CH3:15])[CH:5]=[CH:6][C:7]=1[C:8]#[N:9]. The catalyst class is: 5.